From a dataset of Peptide-MHC class I binding affinity with 185,985 pairs from IEDB/IMGT. Regression. Given a peptide amino acid sequence and an MHC pseudo amino acid sequence, predict their binding affinity value. This is MHC class I binding data. The peptide sequence is WVDLRSLFL. The MHC is HLA-A02:07 with pseudo-sequence HLA-A02:07. The binding affinity (normalized) is 0.0574.